This data is from Full USPTO retrosynthesis dataset with 1.9M reactions from patents (1976-2016). The task is: Predict the reactants needed to synthesize the given product. (1) Given the product [Cl:1][C:2]1[CH:7]=[CH:6][C:5]([CH2:8][CH2:9][Br:12])=[CH:4][CH:3]=1, predict the reactants needed to synthesize it. The reactants are: [Cl:1][C:2]1[CH:7]=[CH:6][C:5]([CH2:8][CH2:9]O)=[CH:4][CH:3]=1.P(Br)(Br)[Br:12]. (2) Given the product [Br:1][C:2]1[C:9]([N+:10]([O-:12])=[O:11])=[CH:8][CH:7]=[CH:6][C:3]=1[CH:4]1[C:21]([C:22]([O:24][CH2:25][CH3:26])=[O:23])=[C:20]([CH2:27][CH2:28][CH3:29])[NH:13][C:14]2=[N:15][NH:16][CH:17]=[C:18]12, predict the reactants needed to synthesize it. The reactants are: [Br:1][C:2]1[C:9]([N+:10]([O-:12])=[O:11])=[CH:8][CH:7]=[CH:6][C:3]=1[CH:4]=O.[NH2:13][C:14]1[CH:18]=[CH:17][NH:16][N:15]=1.O=[C:20]([CH2:27][CH2:28][CH3:29])[CH2:21][C:22]([O:24][CH2:25][CH3:26])=[O:23]. (3) Given the product [F:1][C:2]1[CH:10]=[CH:9][C:5]([C:6]([O:8][C:12]([CH3:15])([CH3:14])[CH3:13])=[O:7])=[CH:4][C:3]=1[OH:11], predict the reactants needed to synthesize it. The reactants are: [F:1][C:2]1[CH:10]=[CH:9][C:5]([C:6]([OH:8])=[O:7])=[CH:4][C:3]=1[OH:11].[C:12](OC(O[C:12]([CH3:15])([CH3:14])[CH3:13])N(C)C)([CH3:15])([CH3:14])[CH3:13]. (4) Given the product [CH:9]1([NH:12][C:13]([C:15]2[CH:16]=[CH:17][C:18]([CH3:34])=[C:19]([NH:21][C:22](=[O:33])[C:23]3[CH:28]=[C:27]([N:5]4[CH2:6][CH2:7][CH2:8][N:2]([CH3:1])[CH2:3][CH2:4]4)[CH:26]=[CH:25][C:24]=3[N+:30]([O-:32])=[O:31])[CH:20]=2)=[O:14])[CH2:11][CH2:10]1, predict the reactants needed to synthesize it. The reactants are: [CH3:1][N:2]1[CH2:8][CH2:7][CH2:6][NH:5][CH2:4][CH2:3]1.[CH:9]1([NH:12][C:13]([C:15]2[CH:16]=[CH:17][C:18]([CH3:34])=[C:19]([NH:21][C:22](=[O:33])[C:23]3[CH:28]=[C:27](F)[CH:26]=[CH:25][C:24]=3[N+:30]([O-:32])=[O:31])[CH:20]=2)=[O:14])[CH2:11][CH2:10]1. (5) The reactants are: [Cl:1][C:2]1[CH:7]=[CH:6][C:5]([OH:8])=[CH:4][C:3]=1[C:9]([NH2:11])=[O:10].[CH3:12][C:13]#N. Given the product [Cl:1][C:2]1[CH:7]=[CH:6][C:5]([O:8][CH2:9][CH2:3][CH2:2][CH2:7][CH2:6][CH2:5][CH2:4][CH2:13][CH3:12])=[CH:4][C:3]=1[C:9]([NH2:11])=[O:10], predict the reactants needed to synthesize it. (6) Given the product [Cl:35][C:36]1[CH:41]=[CH:40][C:39]([S:42]([NH:24][C:20]2[CH:21]=[CH:22][CH:23]=[C:18]([CH2:17][CH2:16][N:15]([CH2:14][CH2:13][N:10]3[CH2:11][CH2:12][N:7]([C:1]4[CH:6]=[CH:5][CH:4]=[CH:3][CH:2]=4)[CH2:8][CH2:9]3)[CH2:25][CH2:26][CH3:27])[CH:19]=2)(=[O:44])=[O:43])=[CH:38][CH:37]=1, predict the reactants needed to synthesize it. The reactants are: [C:1]1([N:7]2[CH2:12][CH2:11][N:10]([CH2:13][CH2:14][N:15]([CH2:25][CH2:26][CH3:27])[CH2:16][CH2:17][C:18]3[CH:19]=[C:20]([NH2:24])[CH:21]=[CH:22][CH:23]=3)[CH2:9][CH2:8]2)[CH:6]=[CH:5][CH:4]=[CH:3][CH:2]=1.CCN(CC)CC.[Cl:35][C:36]1[CH:41]=[CH:40][C:39]([S:42](Cl)(=[O:44])=[O:43])=[CH:38][CH:37]=1. (7) Given the product [O:1]1[CH2:5][CH2:4][CH2:3][CH:2]1[CH2:6][NH:7][C:8]1[C:9]2[N:10]([CH:16]=[CH:17][CH:18]=2)[N:11]=[CH:12][C:13]=1[C:14]([NH2:15])=[O:19], predict the reactants needed to synthesize it. The reactants are: [O:1]1[CH2:5][CH2:4][CH2:3][CH:2]1[CH2:6][NH:7][C:8]1[C:9]2[N:10]([CH:16]=[CH:17][CH:18]=2)[N:11]=[CH:12][C:13]=1[C:14]#[N:15].[OH-:19].[NH4+].OO.